This data is from Forward reaction prediction with 1.9M reactions from USPTO patents (1976-2016). The task is: Predict the product of the given reaction. (1) Given the reactants Cl.[NH2:2][C@@H:3]1[C:12]([CH3:14])([CH3:13])[C:11]2[CH:10]=[C:9]([C:15]([NH2:17])=[O:16])[CH:8]=[CH:7][C:6]=2[CH2:5][C@H:4]1[O:18][CH3:19].C(N(CC)C(C)C)(C)C.[CH:29]([C@@H:31]1[CH2:35]OC(C)(C)[N:32]1C(OC(C)(C)C)=O)=[O:30].C(O[BH-](OC(=O)C)OC(=O)C)(=O)C.[Na+].Cl, predict the reaction product. The product is: [NH2:32][C@@H:31]([CH2:29][OH:30])[CH2:35][NH:2][C@@H:3]1[C:12]([CH3:14])([CH3:13])[C:11]2[CH:10]=[C:9]([C:15]([NH2:17])=[O:16])[CH:8]=[CH:7][C:6]=2[CH2:5][C@H:4]1[O:18][CH3:19]. (2) Given the reactants [CH3:1][O:2][C:3]1[CH:8]=[CH:7][C:6]([NH:9]C(=O)OCC2C=CC=CC=2)=[CH:5][C:4]=1[S:20]([N:23]1[CH2:28][CH2:27][CH:26]([N:29]2[CH2:34][CH2:33][CH:32]([CH3:35])[CH2:31][CH2:30]2)[CH2:25][CH2:24]1)(=[O:22])=[O:21], predict the reaction product. The product is: [CH3:1][O:2][C:3]1[CH:8]=[CH:7][C:6]([NH2:9])=[CH:5][C:4]=1[S:20]([N:23]1[CH2:28][CH2:27][CH:26]([N:29]2[CH2:34][CH2:33][CH:32]([CH3:35])[CH2:31][CH2:30]2)[CH2:25][CH2:24]1)(=[O:21])=[O:22]. (3) Given the reactants [CH3:1][N:2]1[CH2:7][CH2:6][N:5]([CH2:8][CH2:9][O:10][C:11]2[CH:16]=[CH:15][N:14]3[C:17]([C:20]([O-:22])=O)=[CH:18][N:19]=[C:13]3[CH:12]=2)[CH2:4][CH2:3]1.[Li+].C(Cl)(=O)C(Cl)=O.[CH2:30]([N:37]1[C:45]2[CH:44]=[CH:43][CH:42]=[C:41]([NH2:46])[C:40]=2[CH:39]=[N:38]1)[C:31]1[CH:36]=[CH:35][CH:34]=[CH:33][CH:32]=1.CCN(C(C)C)C(C)C, predict the reaction product. The product is: [CH2:30]([N:37]1[C:45]2[C:40](=[C:41]([NH:46][C:20]([C:17]3[N:14]4[CH:15]=[CH:16][C:11]([O:10][CH2:9][CH2:8][N:5]5[CH2:6][CH2:7][N:2]([CH3:1])[CH2:3][CH2:4]5)=[CH:12][C:13]4=[N:19][CH:18]=3)=[O:22])[CH:42]=[CH:43][CH:44]=2)[CH:39]=[N:38]1)[C:31]1[CH:32]=[CH:33][CH:34]=[CH:35][CH:36]=1. (4) Given the reactants [Cl:1][C:2]1[CH:7]=[CH:6][N:5]=[C:4]2[C:8]([C:11](=[O:15])[C:12]([OH:14])=O)=[CH:9][NH:10][C:3]=12.Cl.[Br:17][C:18]([C:25]1[CH:30]=[CH:29][CH:28]=[CH:27][CH:26]=1)=[C:19]1[CH2:24][CH2:23][NH:22][CH2:21][CH2:20]1.C(N(C(C)C)CC)(C)C.C1N(P(Cl)(N2C(=O)OCC2)=O)C(=O)OC1, predict the reaction product. The product is: [Br:17][C:18]([C:25]1[CH:30]=[CH:29][CH:28]=[CH:27][CH:26]=1)=[C:19]1[CH2:20][CH2:21][N:22]([C:12](=[O:14])[C:11]([C:8]2[C:4]3=[N:5][CH:6]=[CH:7][C:2]([Cl:1])=[C:3]3[NH:10][CH:9]=2)=[O:15])[CH2:23][CH2:24]1. (5) Given the reactants [C:1]1(=[O:7])[CH2:6][CH2:5][CH2:4][CH2:3][CH2:2]1.[Li+].C[Si]([N-][Si](C)(C)C)(C)C.[CH3:18][O:19][CH:20]([O:25][CH3:26])[C:21](OC)=[O:22], predict the reaction product. The product is: [CH3:18][O:19][CH:20]([O:25][CH3:26])[C:21]([CH:2]1[CH2:3][CH2:4][CH2:5][CH2:6][C:1]1=[O:7])=[O:22]. (6) Given the reactants FC(F)(F)C(O)=O.[C:8]([NH:12][C:13]1[CH:14]=[C:15]([C:19]2[C:24]([Cl:25])=[CH:23][N:22]=[C:21]([NH:26][C:27]3[CH:28]=[C:29]([N:33]4[CH2:38][CH2:37][N:36](C(OC(C)(C)C)=O)[CH2:35][CH2:34]4)[CH:30]=[CH:31][CH:32]=3)[N:20]=2)[CH:16]=[CH:17][CH:18]=1)(=[O:11])[CH:9]=[CH2:10], predict the reaction product. The product is: [Cl:25][C:24]1[C:19]([C:15]2[CH:14]=[C:13]([NH:12][C:8](=[O:11])[CH:9]=[CH2:10])[CH:18]=[CH:17][CH:16]=2)=[N:20][C:21]([NH:26][C:27]2[CH:32]=[CH:31][CH:30]=[C:29]([N:33]3[CH2:38][CH2:37][NH:36][CH2:35][CH2:34]3)[CH:28]=2)=[N:22][CH:23]=1. (7) Given the reactants [Cl:1][C:2]1[CH:7]=[CH:6][CH:5]=[CH:4][C:3]=1[CH2:8][C@@H:9]([NH:39]C(=O)OC(C)(C)C)[C:10]([N:12]1[CH2:17][CH2:16][CH:15]([N:18]2[N:27]=[C:26]([C:28]3[CH:33]=[CH:32][C:31]([O:34][CH3:35])=[C:30]([O:36][CH3:37])[CH:29]=3)[C@@H:25]3[C@@H:20]([CH2:21][CH2:22][CH2:23][CH2:24]3)[C:19]2=[O:38])[CH2:14][CH2:13]1)=[O:11].Cl, predict the reaction product. The product is: [ClH:1].[NH2:39][C@H:9]([CH2:8][C:3]1[CH:4]=[CH:5][CH:6]=[CH:7][C:2]=1[Cl:1])[C:10]([N:12]1[CH2:13][CH2:14][CH:15]([N:18]2[N:27]=[C:26]([C:28]3[CH:33]=[CH:32][C:31]([O:34][CH3:35])=[C:30]([O:36][CH3:37])[CH:29]=3)[C@@H:25]3[C@@H:20]([CH2:21][CH2:22][CH2:23][CH2:24]3)[C:19]2=[O:38])[CH2:16][CH2:17]1)=[O:11]. (8) Given the reactants [C:1]1([C:7]2[CH:11]=[CH:10][N:9]([C:12]3[N:34]=[CH:33][CH:32]=[CH:31][C:13]=3[C:14]([NH:16][CH:17]([CH2:23][C:24]3[CH:29]=[CH:28][C:27]([F:30])=[CH:26][CH:25]=3)[CH:18]([OH:22])[C:19]([OH:21])=O)=[O:15])[N:8]=2)[CH:6]=[CH:5][CH:4]=[CH:3][CH:2]=1.Cl.[CH3:36][O:37][NH2:38], predict the reaction product. The product is: [F:30][C:27]1[CH:26]=[CH:25][C:24]([CH2:23][CH:17]([NH:16][C:14](=[O:15])[C:13]2[CH:31]=[CH:32][CH:33]=[N:34][C:12]=2[N:9]2[CH:10]=[CH:11][C:7]([C:1]3[CH:2]=[CH:3][CH:4]=[CH:5][CH:6]=3)=[N:8]2)[CH:18]([OH:22])[C:19]([NH:38][O:37][CH3:36])=[O:21])=[CH:29][CH:28]=1. (9) Given the reactants [CH2:1]([O:3][C:4](=[O:32])[CH:5]([C:10]1[CH:11]=[C:12]([C:22]2[CH:27]=[CH:26][C:25]([C:28]([F:31])([F:30])[F:29])=[CH:24][CH:23]=2)[CH:13]=[C:14]([CH:16]2[CH2:21][CH2:20][NH:19][CH2:18][CH2:17]2)[CH:15]=1)[CH2:6][CH:7]([CH3:9])[CH3:8])[CH3:2].C(P(C(C)(C)C)C1C=CC2C(=CC=CC=2)C=1C1C2C(=CC=CC=2)C=CC=1)(C)(C)C.Br[C:63]1[CH:68]=[CH:67][C:66]([C:69]([F:72])([F:71])[F:70])=[CH:65][CH:64]=1.CC(C)([O-])C.[Na+], predict the reaction product. The product is: [CH2:1]([O:3][C:4](=[O:32])[CH:5]([C:10]1[CH:11]=[C:12]([C:22]2[CH:27]=[CH:26][C:25]([C:28]([F:29])([F:30])[F:31])=[CH:24][CH:23]=2)[CH:13]=[C:14]([CH:16]2[CH2:17][CH2:18][N:19]([C:63]3[CH:68]=[CH:67][C:66]([C:69]([F:72])([F:71])[F:70])=[CH:65][CH:64]=3)[CH2:20][CH2:21]2)[CH:15]=1)[CH2:6][CH:7]([CH3:9])[CH3:8])[CH3:2].